This data is from Full USPTO retrosynthesis dataset with 1.9M reactions from patents (1976-2016). The task is: Predict the reactants needed to synthesize the given product. (1) Given the product [F:1][C:2]1[CH:3]=[CH:4][CH:5]=[C:6]2[C:11]=1[CH:10]([C:12]1[CH:17]=[CH:16][C:15]([C:18]([F:21])([F:19])[F:20])=[CH:14][CH:13]=1)[N:9]([C:39]([NH:38][C:35]1[CH:36]=[CH:37][C:32]([F:31])=[CH:33][CH:34]=1)=[O:40])[CH2:8][CH2:7]2, predict the reactants needed to synthesize it. The reactants are: [F:1][C:2]1[CH:3]=[CH:4][CH:5]=[C:6]2[C:11]=1[CH:10]([C:12]1[CH:17]=[CH:16][C:15]([C:18]([F:21])([F:20])[F:19])=[CH:14][CH:13]=1)[NH:9][CH2:8][CH2:7]2.C(N(C(C)C)CC)(C)C.[F:31][C:32]1[CH:37]=[CH:36][C:35]([N:38]=[C:39]=[O:40])=[CH:34][CH:33]=1. (2) Given the product [CH2:1]([O:3][C:4]([C:6]1[O:10][C:9]([CH2:11][O:12][C:13]2[CH:14]=[CH:15][CH:16]=[CH:17][CH:18]=2)=[N:8][C:7]=1[CH2:19][CH2:20][NH2:21])=[O:5])[CH3:2], predict the reactants needed to synthesize it. The reactants are: [CH2:1]([O:3][C:4]([C:6]1[O:10][C:9]([CH2:11][O:12][C:13]2[CH:18]=[CH:17][CH:16]=[CH:15][CH:14]=2)=[N:8][C:7]=1[CH2:19][CH2:20][NH:21]C(OCC1C=CC=CC=1)=O)=[O:5])[CH3:2]. (3) Given the product [Br:23][C:24]1[N:28]2[N:29]=[C:30]([Cl:34])[CH:31]=[C:32]([N:8]([CH2:7][C:6]3[CH:15]=[CH:16][C:3]([O:2][CH3:1])=[CH:4][CH:5]=3)[C:9]3[CH:14]=[CH:13][CH:12]=[CH:11][CH:10]=3)[C:27]2=[N:26][CH:25]=1, predict the reactants needed to synthesize it. The reactants are: [CH3:1][O:2][C:3]1[CH:16]=[CH:15][C:6]([CH2:7][NH:8][C:9]2[CH:14]=[CH:13][CH:12]=[CH:11][CH:10]=2)=[CH:5][CH:4]=1.CC(C)([O-])C.[K+].[Br:23][C:24]1[N:28]2[N:29]=[C:30]([Cl:34])[CH:31]=[C:32](Br)[C:27]2=[N:26][CH:25]=1. (4) Given the product [Br-:2].[F:20][C:19]([F:22])([F:21])[C:14]1[CH:15]=[CH:16][CH:17]=[CH:18][C:13]=1[CH2:12][Zn+:1], predict the reactants needed to synthesize it. The reactants are: [Zn:1].[Br:2]CCBr.Cl[Si](C)(C)C.Br[CH2:12][C:13]1[CH:18]=[CH:17][CH:16]=[CH:15][C:14]=1[C:19]([F:22])([F:21])[F:20]. (5) The reactants are: [F:1][C:2]1[CH:3]=[C:4]([CH:14]=[CH:15][CH:16]=1)[CH2:5][N:6]([CH3:13])[C:7](=[O:12])[C:8]([F:11])([F:10])[F:9].[Cl:17][S:18](O)(=[O:20])=[O:19].O. Given the product [F:1][C:2]1[CH:16]=[CH:15][C:14]([S:18]([Cl:17])(=[O:20])=[O:19])=[C:4]([CH2:5][N:6]([CH3:13])[C:7](=[O:12])[C:8]([F:10])([F:11])[F:9])[CH:3]=1, predict the reactants needed to synthesize it.